From a dataset of Forward reaction prediction with 1.9M reactions from USPTO patents (1976-2016). Predict the product of the given reaction. (1) Given the reactants [CH3:1][O:2]/[N:3]=[C:4](/[C:15]1[CH:20]=[CH:19][CH:18]=[CH:17][CH:16]=1)\[CH2:5][O:6][C:7]1[CH:12]=[CH:11][C:10]([CH2:13][OH:14])=[CH:9][CH:8]=1.O[C:22]1[CH:29]=[CH:28][C:25]([CH:26]=[O:27])=[CH:24][CH:23]=1.C1(P(C2C=CC=CC=2)C2C=CC=CC=2)C=CC=CC=1.N(C(OC(C)C)=O)=NC(OC(C)C)=O, predict the reaction product. The product is: [CH3:1][O:2]/[N:3]=[C:4](/[C:15]1[CH:20]=[CH:19][CH:18]=[CH:17][CH:16]=1)\[CH2:5][O:6][C:7]1[CH:12]=[CH:11][C:10]([CH2:13][O:14][C:22]2[CH:29]=[CH:28][C:25]([CH:26]=[O:27])=[CH:24][CH:23]=2)=[CH:9][CH:8]=1. (2) The product is: [CH:12]1[N:11]=[C:10]([NH2:14])[C:9]2[N:15]=[CH:16][N:7]([C@@H:5]3[O:6][C@@H:2]4[CH2:1][O:22][P:20]([OH:23])([O:19][C@H:3]4[C@H:4]3[OH:18])=[O:21])[C:8]=2[N:13]=1.[Br:54][Br:17]. Given the reactants [CH2:1]1[O:22][P:20]([OH:23])(=[O:21])[O:19][C@H:3]2[C@@H:4]([OH:18])[C@H:5]([N:7]3[C:16]([Br:17])=[N:15][C:9]4[C:10]([NH2:14])=[N:11][CH:12]=[N:13][C:8]3=4)[O:6][C@H:2]12.C1N=C(N)C2N=CN([C@@H]3O[C@@H]4COP(O)(O[C@H]4[C@H]3O)=O)C=2N=1.C(O)(=O)C.C([O-])(=O)C.[BrH:54], predict the reaction product. (3) Given the reactants Cl[CH2:2][C:3]([N:5]1[CH2:10][CH2:9][CH:8]([N:11]2[C:15](=[O:16])[C:14]([CH3:18])([CH3:17])[C:13]([C:19]3[CH:24]=[CH:23][C:22]([O:25][CH:26]([F:28])[F:27])=[C:21]([O:29][CH2:30][CH:31]4[CH2:33][CH2:32]4)[CH:20]=3)=[N:12]2)[CH2:7][CH2:6]1)=[O:4].[C:34]1(=[O:40])[NH:38][C:37](=[O:39])[CH2:36][CH2:35]1, predict the reaction product. The product is: [CH:31]1([CH2:30][O:29][C:21]2[CH:20]=[C:19]([C:13]3[C:14]([CH3:17])([CH3:18])[C:15](=[O:16])[N:11]([CH:8]4[CH2:9][CH2:10][N:5]([C:3](=[O:4])[CH2:2][N:38]5[C:34](=[O:40])[CH2:35][CH2:36][C:37]5=[O:39])[CH2:6][CH2:7]4)[N:12]=3)[CH:24]=[CH:23][C:22]=2[O:25][CH:26]([F:27])[F:28])[CH2:32][CH2:33]1. (4) Given the reactants [CH3:1][O:2][C:3]1[CH:12]=[C:11]2[C:6]([CH:7]=[C:8]([C:18]([OH:20])=O)[C:9]([C:13]3[CH:17]=[CH:16][S:15][CH:14]=3)=[N:10]2)=[CH:5][CH:4]=1.C[NH3+].F[P-](F)(F)(F)(F)F.N1(OC(N(C)C)=[N+](C)C)C2N=CC=CC=2N=N1.F[P-](F)(F)(F)(F)F.CN(C=O)C.[F:59][C:60]([F:70])([F:69])[C:61]1[CH:66]=[CH:65][C:64]([CH2:67][NH2:68])=[CH:63][CH:62]=1, predict the reaction product. The product is: [CH3:1][O:2][C:3]1[CH:12]=[C:11]2[C:6]([CH:7]=[C:8]([C:18]([NH:68][CH2:67][C:64]3[CH:63]=[CH:62][C:61]([C:60]([F:59])([F:69])[F:70])=[CH:66][CH:65]=3)=[O:20])[C:9]([C:13]3[CH:17]=[CH:16][S:15][CH:14]=3)=[N:10]2)=[CH:5][CH:4]=1.